Predict the reactants needed to synthesize the given product. From a dataset of Full USPTO retrosynthesis dataset with 1.9M reactions from patents (1976-2016). (1) Given the product [C:1]([C:3]1[CH:4]=[C:5]([C:13]2[S:17][N:16]=[C:15]([C:18]3[CH:23]=[CH:22][C:21]([O:24][CH2:25][CH2:26][CH2:27][C:28]([OH:30])=[O:29])=[CH:20][C:19]=3[CH2:33][CH3:34])[N:14]=2)[CH:6]=[CH:7][C:8]=1[O:9][CH:10]([CH3:12])[CH3:11])#[N:2], predict the reactants needed to synthesize it. The reactants are: [C:1]([C:3]1[CH:4]=[C:5]([C:13]2[S:17][N:16]=[C:15]([C:18]3[CH:23]=[CH:22][C:21]([O:24][CH2:25][CH2:26][CH2:27][C:28]([O:30]CC)=[O:29])=[CH:20][C:19]=3[CH2:33][CH3:34])[N:14]=2)[CH:6]=[CH:7][C:8]=1[O:9][CH:10]([CH3:12])[CH3:11])#[N:2].[OH-].[Na+].CC(O)=O. (2) The reactants are: Br[C:2]1[CH:3]=[C:4]([N:8]2[CH2:16][CH:15]3[CH2:17][N:11]4[CH2:12][CH:13]([CH2:18][CH:9]2[CH2:10]4)[CH2:14]3)[CH:5]=[N:6][CH:7]=1.[CH3:19][O:20][C:21]1[CH:22]=[C:23](B(O)O)[CH:24]=[C:25]([O:29][CH3:30])[C:26]=1[O:27][CH3:28]. Given the product [CH3:30][O:29][C:25]1[CH:24]=[C:23]([C:2]2[CH:3]=[C:4]([N:8]3[CH2:16][CH:15]4[CH2:17][N:11]5[CH2:12][CH:13]([CH2:18][CH:9]3[CH2:10]5)[CH2:14]4)[CH:5]=[N:6][CH:7]=2)[CH:22]=[C:21]([O:20][CH3:19])[C:26]=1[O:27][CH3:28], predict the reactants needed to synthesize it. (3) The reactants are: C(O[C:6]([N:8]1[CH2:12][C:11](=[CH:13][Cl:14])[CH2:10][C@H:9]1[C:15]([OH:17])=O)=[O:7])(C)(C)C.[O:18]([CH2:25]C(Cl)=O)[C:19]1[CH:24]=[CH:23][CH:22]=[CH:21][CH:20]=1.[C:29]1([CH2:39][NH2:40])[C:38]2[C:33](=[CH:34][CH:35]=[CH:36][CH:37]=2)[CH:32]=[CH:31][CH:30]=1. Given the product [Cl:14][CH:13]=[C:11]1[CH2:12][N:8]([C:6](=[O:7])[CH2:25][O:18][C:19]2[CH:20]=[CH:21][CH:22]=[CH:23][CH:24]=2)[C@H:9]([C:15]([NH:40][CH2:39][C:29]2[C:38]3[C:33](=[CH:34][CH:35]=[CH:36][CH:37]=3)[CH:32]=[CH:31][CH:30]=2)=[O:17])[CH2:10]1, predict the reactants needed to synthesize it. (4) Given the product [Cl:1][C:2]1[C:7]([F:8])=[C:6]([C:9]#[N:10])[CH:5]=[CH:4][C:3]=1[CH2:11][C:12]([O:14][CH3:15])=[O:13], predict the reactants needed to synthesize it. The reactants are: [Cl:1][C:2]1[C:7]([F:8])=[C:6]([C:9]#[N:10])[CH:5]=[CH:4][C:3]=1[CH:11](C(OC)=O)[C:12]([O:14][C:15](C)(C)C)=[O:13].C(O)(C(F)(F)F)=O. (5) The reactants are: Cl.[NH:2]1[CH2:7][CH2:6][CH2:5][CH:4]([C:8]2[CH:23]=[CH:22][C:11]([O:12][C:13]3[CH:21]=[CH:20][C:16]([C:17]([NH2:19])=[O:18])=[CH:15][N:14]=3)=[CH:10][CH:9]=2)[CH2:3]1.[BH4-].[Na+]. Given the product [CH3:3][CH:4]([CH3:8])[CH2:5][CH2:6][N:2]1[CH2:7][CH2:6][CH2:5][CH:4]([C:8]2[CH:9]=[CH:10][C:11]([O:12][C:13]3[CH:21]=[CH:20][C:16]([C:17]([NH2:19])=[O:18])=[CH:15][N:14]=3)=[CH:22][CH:23]=2)[CH2:3]1, predict the reactants needed to synthesize it. (6) Given the product [CH3:17][NH:18][C:19]([C:21]1[C:29]2[C:24](=[CH:25][C:26]([O:30][C:2]3[CH:7]=[CH:6][N:5]=[C:4]4[CH:8]=[C:9]([C:11]5[N:16]=[CH:15][CH:14]=[CH:13][N:12]=5)[S:10][C:3]=34)=[CH:27][CH:28]=2)[N:23]([CH3:31])[C:22]=1[CH3:32])=[O:20], predict the reactants needed to synthesize it. The reactants are: Cl[C:2]1[CH:7]=[CH:6][N:5]=[C:4]2[CH:8]=[C:9]([C:11]3[N:16]=[CH:15][CH:14]=[CH:13][N:12]=3)[S:10][C:3]=12.[CH3:17][NH:18][C:19]([C:21]1[C:29]2[C:24](=[CH:25][C:26]([OH:30])=[CH:27][CH:28]=2)[N:23]([CH3:31])[C:22]=1[CH3:32])=[O:20].C([O-])([O-])=O.[Cs+].[Cs+]. (7) Given the product [NH2:21][C:20]1[C:4]([NH2:1])=[CH:5][C:6]2[CH2:12][CH2:11][N:10]([C:13](=[O:18])[C:14]([F:17])([F:15])[F:16])[CH2:9][CH2:8][C:7]=2[CH:19]=1, predict the reactants needed to synthesize it. The reactants are: [N+:1]([C:4]1[C:20]([N+:21]([O-])=O)=[CH:19][C:7]2[CH2:8][CH2:9][N:10]([C:13](=[O:18])[C:14]([F:17])([F:16])[F:15])[CH2:11][CH2:12][C:6]=2[CH:5]=1)([O-])=O.FC(F)(F)S(O)(=O)=O.FC(F)(F)C(N1CCC2C=CC=CC=2CC1)=O.O. (8) Given the product [CH2:34]1[CH2:1][O:2][C:3]2([CH2:24][CH2:23][C@@:22]3([CH3:25])[CH:5]([CH2:6][C:7](=[O:30])[C@@H:8]4[C@@H:21]3[CH2:20][CH2:19][C@@:13]3([C:14]([CH3:17])([CH3:18])[O:15][SiH3:16])[C@H:9]4[CH2:10][CH2:11][C@@H:12]3[C:26]([CH3:29])([CH3:28])[CH3:27])[C:4]2([CH3:32])[CH3:31])[O:33]1, predict the reactants needed to synthesize it. The reactants are: [CH2:1]1[CH2:34][O:33][C:3]2([CH2:24][CH2:23][C@@:22]3([CH3:25])[C:5](=[CH:6][C:7](=[O:30])[C@@H:8]4[C@@H:21]3[CH2:20][CH2:19][C@@:13]3([C:14]([CH3:18])([CH3:17])[O:15][SiH3:16])[C@H:9]4[CH2:10][CH2:11][C@@H:12]3[C:26]([CH3:29])([CH3:28])[CH3:27])[C:4]2([CH3:32])[CH3:31])[O:2]1. (9) Given the product [Cl:26][C:27]1[CH:35]=[C:34]([C:36]#[C:37][C:38]2[CH:43]=[CH:42][CH:41]=[CH:40][N:39]=2)[C:30]2[O:31][CH2:32][O:33][C:29]=2[C:28]=1[NH:44][C:2]1[C:11]2[C:6](=[CH:7][C:8]([O:14][CH2:15][CH2:16][CH2:17][N:18]3[CH2:23][CH2:22][N:21]([CH3:24])[CH2:20][C:19]3=[O:25])=[C:9]([O:12][CH3:13])[CH:10]=2)[N:5]=[CH:4][N:3]=1, predict the reactants needed to synthesize it. The reactants are: Cl[C:2]1[C:11]2[C:6](=[CH:7][C:8]([O:14][CH2:15][CH2:16][CH2:17][N:18]3[CH2:23][CH2:22][N:21]([CH3:24])[CH2:20][C:19]3=[O:25])=[C:9]([O:12][CH3:13])[CH:10]=2)[N:5]=[CH:4][N:3]=1.[Cl:26][C:27]1[CH:35]=[C:34]([C:36]#[C:37][C:38]2[CH:43]=[CH:42][CH:41]=[CH:40][N:39]=2)[C:30]2[O:31][CH2:32][O:33][C:29]=2[C:28]=1[NH2:44].C[Si]([N-][Si](C)(C)C)(C)C.[Na+]. (10) Given the product [CH2:3]([S:14][C:9]1[CH:10]=[CH:11][CH:12]=[CH:13][C:8]=1[C:7]([NH2:26])=[O:25])[CH:4]=[CH2:5], predict the reactants needed to synthesize it. The reactants are: [BH4-].[Na+].[CH2:3](Br)[CH:4]=[CH2:5].[C:7]([NH2:26])(=[O:25])[C:8]1[CH:13]=[CH:12][CH:11]=[CH:10][C:9]=1[S:14][S:14][C:9]1[CH:10]=[CH:11][CH:12]=[CH:13][C:8]=1[C:7]([NH2:26])=[O:25].Cl.